From a dataset of Full USPTO retrosynthesis dataset with 1.9M reactions from patents (1976-2016). Predict the reactants needed to synthesize the given product. Given the product [Cl:24][C:21]1[CH:20]=[CH:19][C:18]([C:12]2[C:11]3[CH2:10][CH2:9][NH:8][CH2:17][CH2:16][C:15]=3[N:14]([CH2:29][C:28]3[CH:31]=[CH:32][CH:33]=[CH:34][C:27]=3[O:26][CH3:25])[N:13]=2)=[CH:23][CH:22]=1, predict the reactants needed to synthesize it. The reactants are: C(OC([N:8]1[CH2:17][CH2:16][C:15]2[NH:14][N:13]=[C:12]([C:18]3[CH:23]=[CH:22][C:21]([Cl:24])=[CH:20][CH:19]=3)[C:11]=2[CH2:10][CH2:9]1)=O)(C)(C)C.[CH3:25][O:26][C:27]1[CH:34]=[CH:33][CH:32]=[CH:31][C:28]=1[CH2:29]Cl.C(OC(N1CCC2C(=C(C3C=CC(Cl)=CC=3)N(CC3C=CC=CC=3OC)N=2)CC1)=O)(C)(C)C.